From a dataset of Reaction yield outcomes from USPTO patents with 853,638 reactions. Predict the reaction yield, written as a fraction of the theoretical maximum amount of product (1.0 means a 100% yield; for example, 0.34 means a 34% yield). (1) The reactants are [Br:1][C:2]1[CH:3]=[C:4]([OH:8])[CH:5]=[CH:6][CH:7]=1.[N+:9]([O-])([O-:11])=[O:10].[Na+].O. The catalyst is S(=O)(=O)(O)O. The product is [Br:1][C:2]1[CH:7]=[CH:6][C:5]([N+:9]([O-:11])=[O:10])=[C:4]([OH:8])[CH:3]=1. The yield is 0.200. (2) The reactants are [F:1][C:2]1[CH:3]=[CH:4][CH:5]=[C:6]2[C:11]=1[O:10][CH2:9][CH2:8][C@H:7]2[NH:12]C(=O)COC. The catalyst is Cl.CCO. The product is [F:1][C:2]1[CH:3]=[CH:4][CH:5]=[C:6]2[C:11]=1[O:10][CH2:9][CH2:8][C@H:7]2[NH2:12]. The yield is 0.870. (3) The catalyst is N1C=CC=CC=1. The product is [C:12]([NH:11][C:8]1[S:9][CH:10]=[C:6]([C:4]([OH:3])=[O:5])[N:7]=1)([C:13]1[CH:18]=[CH:17][CH:16]=[CH:15][CH:14]=1)([C:25]1[CH:26]=[CH:27][CH:28]=[CH:29][CH:30]=1)[C:19]1[CH:20]=[CH:21][CH:22]=[CH:23][CH:24]=1. The reactants are C([O:3][C:4]([C:6]1[N:7]=[C:8]([NH2:11])[S:9][CH:10]=1)=[O:5])C.[C:12](Cl)([C:25]1[CH:30]=[CH:29][CH:28]=[CH:27][CH:26]=1)([C:19]1[CH:24]=[CH:23][CH:22]=[CH:21][CH:20]=1)[C:13]1[CH:18]=[CH:17][CH:16]=[CH:15][CH:14]=1. The yield is 0.720.